From a dataset of Reaction yield outcomes from USPTO patents with 853,638 reactions. Predict the reaction yield, written as a fraction of the theoretical maximum amount of product (1.0 means a 100% yield; for example, 0.34 means a 34% yield). (1) The reactants are [CH2:1]([O:3][C:4]([C:6]1[C:7]([CH3:23])=[C:8]([C:16]([O:18][C:19]([CH3:22])([CH3:21])[CH3:20])=[O:17])[NH:9][C:10]=1[CH:11]([CH:13]1[CH2:15][CH2:14]1)O)=[O:5])[CH3:2].[BrH:24]. The catalyst is C(O)C. The product is [CH2:1]([O:3][C:4]([C:6]1[C:7]([CH3:23])=[C:8]([C:16]([O:18][C:19]([CH3:22])([CH3:21])[CH3:20])=[O:17])[NH:9][C:10]=1[CH:11]=[CH:13][CH2:14][CH2:15][Br:24])=[O:5])[CH3:2]. The yield is 0.895. (2) The product is [CH2:1]([O:4][C@@H:5]1[C@@H:9]([CH2:10][OH:11])[O:8][C@@H:7]([N:19]2[CH:26]=[C:25]([I:27])[C:23](=[O:24])[NH:22][C:20]2=[O:21])[CH2:6]1)[CH:2]=[CH2:3]. The catalyst is C1COCC1. The reactants are [CH2:1]([O:4][C@@H:5]1[C@@H:9]([CH2:10][O:11][Si](C(C)(C)C)(C)C)[O:8][C@@H:7]([N:19]2[CH:26]=[C:25]([I:27])[C:23](=[O:24])[NH:22][C:20]2=[O:21])[CH2:6]1)[CH:2]=[CH2:3].CCCC[N+](CCCC)(CCCC)CCCC.[F-]. The yield is 0.750. (3) The reactants are [NH2:1][C:2]1[CH:7]=[C:6]([O:8][C:9]2[CH:10]=[CH:11][C:12]([NH:15][C:16]([C:18]3[C:19](=[O:33])[N:20]([C:27]4[CH:32]=[CH:31][CH:30]=[CH:29][CH:28]=4)[N:21]4[CH2:26][CH2:25][O:24][CH2:23][C:22]=34)=[O:17])=[N:13][CH:14]=2)[CH:5]=[CH:4][N:3]=1.CCN(CC)CC.[CH3:41][C:42](OC(C)=O)=[O:43]. No catalyst specified. The product is [C:42]([NH:1][C:2]1[CH:7]=[C:6]([O:8][C:9]2[CH:10]=[CH:11][C:12]([NH:15][C:16]([C:18]3[C:19](=[O:33])[N:20]([C:27]4[CH:28]=[CH:29][CH:30]=[CH:31][CH:32]=4)[N:21]4[CH2:26][CH2:25][O:24][CH2:23][C:22]=34)=[O:17])=[N:13][CH:14]=2)[CH:5]=[CH:4][N:3]=1)(=[O:43])[CH3:41]. The yield is 0.500. (4) The reactants are [N:1](C(OCC1C2C(=CC=CC=2)C2C1=CC=CC=2)=O)([CH3:29])[C@H:2]([C:6]([N:8]([CH3:28])[C@H:9]([C:25]([NH2:27])=[O:26])[CH2:10][C:11]1[CH:16]=[CH:15][C:14]([O:17]CC2C=CC=CC=2)=[CH:13][CH:12]=1)=[O:7])[CH:3]([CH3:5])[CH3:4].[H][H]. The catalyst is CO.C(OCC)(=O)C.[OH-].[Pd+2].[OH-].[C]. The product is [NH:1]([CH3:29])[C@H:2]([C:6]([N:8]([CH3:28])[C@H:9]([C:25]([NH2:27])=[O:26])[CH2:10][C:11]1[CH:12]=[CH:13][C:14]([OH:17])=[CH:15][CH:16]=1)=[O:7])[CH:3]([CH3:5])[CH3:4]. The yield is 0.550. (5) The reactants are [CH2:1]([NH:4][C:5]1[C:6]2[S:14][CH:13]=[C:12]([CH3:15])[C:7]=2[N:8]=[C:9]([Cl:11])[N:10]=1)[CH:2]=[CH2:3].[CH2:16]([NH:19][CH2:20][CH:21]=[CH2:22])[CH:17]=[CH2:18].C(=O)([O-])O.[Na+]. No catalyst specified. The product is [ClH:11].[CH2:1]([NH:4][C:5]1[C:6]2[S:14][CH:13]=[C:12]([CH3:15])[C:7]=2[N:8]=[C:9]([N:19]([CH2:20][CH:21]=[CH2:22])[CH2:16][CH:17]=[CH2:18])[N:10]=1)[CH:2]=[CH2:3]. The yield is 0.537. (6) The reactants are [C:1]([C:4]1[CH:5]=[CH:6][C:7]([O:13][CH2:14][C:15]2[CH:20]=[CH:19][CH:18]=[CH:17][CH:16]=2)=[C:8]([CH:12]=1)[C:9]([OH:11])=O)(=[O:3])[CH3:2].[F:21][C:22]([F:35])([F:34])[C:23]1[CH:24]=[C:25]([CH:27]=[C:28]([C:30]([F:33])([F:32])[F:31])[CH:29]=1)[NH2:26]. No catalyst specified. The product is [C:1]([C:4]1[CH:5]=[CH:6][C:7]([O:13][CH2:14][C:15]2[CH:20]=[CH:19][CH:18]=[CH:17][CH:16]=2)=[C:8]([CH:12]=1)[C:9]([NH:26][C:25]1[CH:27]=[C:28]([C:30]([F:31])([F:32])[F:33])[CH:29]=[C:23]([C:22]([F:21])([F:34])[F:35])[CH:24]=1)=[O:11])(=[O:3])[CH3:2]. The yield is 0.631. (7) The reactants are [Cl:1][C:2]1[CH:9]=[CH:8][C:5]([CH2:6]Cl)=[CH:4][CH:3]=1.[Cl:10][SiH:11]([Cl:13])[Cl:12]. The catalyst is [Cl-].C([P+](CCCC)(CCCC)CCCC)CCC. The product is [Cl:1][C:2]1[CH:9]=[CH:8][C:5]([CH2:6][Si:11]([Cl:13])([Cl:12])[Cl:10])=[CH:4][CH:3]=1. The yield is 0.810. (8) The reactants are [H-].[Na+].[O:3]1[C:7]2[CH:8]=[CH:9][C:10]([C:12]3[NH:13][C:14]4[N:15]([N:19]=[CH:20][C:21]=4[C:22]([NH:24][CH2:25][C:26]#[CH:27])=[O:23])[C:16](=[O:18])[CH:17]=3)=[CH:11][C:6]=2[O:5][CH2:4]1. The catalyst is CS(C)=O. The product is [O:3]1[C:7]2[CH:8]=[CH:9][C:10]([C:12]3[NH:13][C:14]4[N:15]([N:19]=[CH:20][C:21]=4[C:22]4[O:23][C:26]([CH3:27])=[CH:25][N:24]=4)[C:16](=[O:18])[CH:17]=3)=[CH:11][C:6]=2[O:5][CH2:4]1. The yield is 0.170. (9) The reactants are [C:1]([O:5][C:6]([N:8]1[CH2:13][CH2:12][C:11](=[O:14])[CH2:10][CH2:9]1)=[O:7])([CH3:4])([CH3:3])[CH3:2].[Li+].CC([N-]C(C)C)C.C1C=CC(N([S:30]([C:33]([F:36])([F:35])[F:34])(=[O:32])=[O:31])[S:30]([C:33]([F:36])([F:35])[F:34])(=[O:32])=[O:31])=CC=1. The catalyst is C1COCC1. The product is [C:1]([O:5][C:6]([N:8]1[CH2:9][CH:10]=[C:11]([O:14][S:30]([C:33]([F:36])([F:35])[F:34])(=[O:32])=[O:31])[CH2:12][CH2:13]1)=[O:7])([CH3:4])([CH3:2])[CH3:3]. The yield is 0.682. (10) The reactants are [C:1]([O:9][CH:10]1CC(C2N3C4C=CN(S(C5C=CC(C)=CC=5)(=O)=O)C=4N=CC3=NN=2)C(CC)[CH2:11]1)(=[O:8])C1C=CC=CC=1.[CH3:39][C:40]([Si:43](Cl)([CH3:45])[CH3:44])([CH3:42])[CH3:41].N1C=CN=C1.[CH3:52][CH2:53][CH2:54][CH2:55][CH2:56][CH2:57][CH3:58].CN(C=[O:63])C. No catalyst specified. The product is [Si:43]([O:63][CH:54]1[CH2:53][CH:52]([C:1]([O:9][CH2:10][CH3:11])=[O:8])[CH:56]([CH2:57][CH3:58])[CH2:55]1)([C:40]([CH3:42])([CH3:41])[CH3:39])([CH3:45])[CH3:44]. The yield is 0.640.